Dataset: Full USPTO retrosynthesis dataset with 1.9M reactions from patents (1976-2016). Task: Predict the reactants needed to synthesize the given product. Given the product [Cl:8][C:6]1[CH:5]=[C:4]([C@:9]2([C:16]([F:18])([F:19])[F:17])[CH2:13][C:12](=[O:14])[N:11]([CH3:20])[C:10]2=[O:15])[CH:3]=[C:2]([Cl:1])[CH:7]=1, predict the reactants needed to synthesize it. The reactants are: [Cl:1][C:2]1[CH:3]=[C:4]([C@:9]2([C:16]([F:19])([F:18])[F:17])[CH2:13][C:12](=[O:14])[NH:11][C:10]2=[O:15])[CH:5]=[C:6]([Cl:8])[CH:7]=1.[C:20](=O)([O-])[O-].[K+].[K+].IC.O.